This data is from NCI-60 drug combinations with 297,098 pairs across 59 cell lines. The task is: Regression. Given two drug SMILES strings and cell line genomic features, predict the synergy score measuring deviation from expected non-interaction effect. (1) Drug 1: CNC(=O)C1=CC=CC=C1SC2=CC3=C(C=C2)C(=NN3)C=CC4=CC=CC=N4. Drug 2: C1=CC(=CC=C1CCC2=CNC3=C2C(=O)NC(=N3)N)C(=O)NC(CCC(=O)O)C(=O)O. Cell line: SN12C. Synergy scores: CSS=33.5, Synergy_ZIP=3.97, Synergy_Bliss=4.56, Synergy_Loewe=5.47, Synergy_HSA=6.31. (2) Drug 1: CNC(=O)C1=NC=CC(=C1)OC2=CC=C(C=C2)NC(=O)NC3=CC(=C(C=C3)Cl)C(F)(F)F. Drug 2: CC12CCC3C(C1CCC2OP(=O)(O)O)CCC4=C3C=CC(=C4)OC(=O)N(CCCl)CCCl.[Na+]. Cell line: MOLT-4. Synergy scores: CSS=8.39, Synergy_ZIP=5.59, Synergy_Bliss=7.37, Synergy_Loewe=-0.665, Synergy_HSA=-0.682. (3) Drug 1: C1CCC(C1)C(CC#N)N2C=C(C=N2)C3=C4C=CNC4=NC=N3. Drug 2: CC1CCC2CC(C(=CC=CC=CC(CC(C(=O)C(C(C(=CC(C(=O)CC(OC(=O)C3CCCCN3C(=O)C(=O)C1(O2)O)C(C)CC4CCC(C(C4)OC)O)C)C)O)OC)C)C)C)OC. Cell line: CCRF-CEM. Synergy scores: CSS=35.0, Synergy_ZIP=3.57, Synergy_Bliss=6.45, Synergy_Loewe=-21.2, Synergy_HSA=5.36. (4) Cell line: ACHN. Drug 1: CC(CN1CC(=O)NC(=O)C1)N2CC(=O)NC(=O)C2. Drug 2: C1=NC(=NC(=O)N1C2C(C(C(O2)CO)O)O)N. Synergy scores: CSS=43.0, Synergy_ZIP=-10.2, Synergy_Bliss=-2.90, Synergy_Loewe=1.62, Synergy_HSA=3.01. (5) Drug 1: CCCS(=O)(=O)NC1=C(C(=C(C=C1)F)C(=O)C2=CNC3=C2C=C(C=N3)C4=CC=C(C=C4)Cl)F. Drug 2: C1=CN(C=N1)CC(O)(P(=O)(O)O)P(=O)(O)O. Cell line: RXF 393. Synergy scores: CSS=18.1, Synergy_ZIP=3.76, Synergy_Bliss=5.85, Synergy_Loewe=8.15, Synergy_HSA=8.44.